Dataset: Peptide-MHC class II binding affinity with 134,281 pairs from IEDB. Task: Regression. Given a peptide amino acid sequence and an MHC pseudo amino acid sequence, predict their binding affinity value. This is MHC class II binding data. (1) The peptide sequence is FKVAATAAATAPADDKFTVF. The MHC is DRB4_0101 with pseudo-sequence DRB4_0103. The binding affinity (normalized) is 0.433. (2) The peptide sequence is GTVVLTATFALGAAL. The MHC is HLA-DPA10301-DPB10402 with pseudo-sequence HLA-DPA10301-DPB10402. The binding affinity (normalized) is 0.250. (3) The binding affinity (normalized) is 0.132. The MHC is HLA-DPA10103-DPB10401 with pseudo-sequence HLA-DPA10103-DPB10401. The peptide sequence is LALVGFLGGLITGIS. (4) The peptide sequence is AIVYYSMYGHIKKMA. The MHC is HLA-DPA10201-DPB11401 with pseudo-sequence HLA-DPA10201-DPB11401. The binding affinity (normalized) is 0.447.